Dataset: Forward reaction prediction with 1.9M reactions from USPTO patents (1976-2016). Task: Predict the product of the given reaction. (1) Given the reactants [CH3:1][C:2]1[CH:7]=[C:6]([C:8](=O)[CH2:9][C@H:10]([C:18]2[CH:23]=[CH:22][C:21]([N:24]3[CH2:28][CH2:27][CH2:26][C:25]3=[O:29])=[CH:20][CH:19]=2)[C:11]2[CH:16]=[CH:15][CH:14]=[CH:13][C:12]=2[CH3:17])[CH:5]=[CH:4][N:3]=1.Cl.[NH2:32][OH:33].C(=O)([O-])O.[Na+], predict the reaction product. The product is: [OH:33]/[N:32]=[C:8](/[C:6]1[CH:5]=[CH:4][N:3]=[C:2]([CH3:1])[CH:7]=1)\[CH2:9][C@H:10]([C:18]1[CH:19]=[CH:20][C:21]([N:24]2[CH2:28][CH2:27][CH2:26][C:25]2=[O:29])=[CH:22][CH:23]=1)[C:11]1[CH:16]=[CH:15][CH:14]=[CH:13][C:12]=1[CH3:17]. (2) The product is: [ClH:3].[NH:5]1[CH2:12][CH2:11][CH2:10][CH:6]1[C:7]([O:9][CH3:13])=[O:8]. Given the reactants S(Cl)([Cl:3])=O.[NH:5]1[CH2:12][CH2:11][CH2:10][C@H:6]1[C:7]([OH:9])=[O:8].[CH3:13]O, predict the reaction product. (3) Given the reactants Br[CH2:2][C:3]1[C:4]([C:19]([O:21]CC)=[O:20])=[N:5][O:6][C:7]=1[C:8]1[CH:13]=[CH:12][C:11]([C:14]([F:17])([F:16])[F:15])=[C:10]([F:18])[CH:9]=1.FC(F)(F)C(O)=[O:27], predict the reaction product. The product is: [F:18][C:10]1[CH:9]=[C:8]([C:7]2[O:6][N:5]=[C:4]([C:19]([OH:21])=[O:20])[C:3]=2[CH2:2][OH:27])[CH:13]=[CH:12][C:11]=1[C:14]([F:15])([F:17])[F:16]. (4) Given the reactants [CH:1]1([C:4]2[NH:8][N:7]=[C:6]([NH:9][C:10]3[C:15]([C:16]#[C:17][Si](C)(C)C)=[CH:14][N:13]=[C:12]([C:22]4[CH:27]=[CH:26][CH:25]=[CH:24][CH:23]=4)[N:11]=3)[CH:5]=2)[CH2:3][CH2:2]1, predict the reaction product. The product is: [CH:1]1([C:4]2[NH:8][N:7]=[C:6]([NH:9][C:10]3[C:15]([C:16]#[CH:17])=[CH:14][N:13]=[C:12]([C:22]4[CH:23]=[CH:24][CH:25]=[CH:26][CH:27]=4)[N:11]=3)[CH:5]=2)[CH2:3][CH2:2]1.